This data is from Forward reaction prediction with 1.9M reactions from USPTO patents (1976-2016). The task is: Predict the product of the given reaction. (1) Given the reactants Cl[C:2]1[N:3]=[C:4]([N:20]2[CH2:25][CH2:24][O:23][CH2:22][CH2:21]2)[C:5]2[N:11]=[C:10]([CH2:12][NH:13][CH:14]3[CH2:19][CH2:18][O:17][CH2:16][CH2:15]3)[CH:9]=[CH:8][C:6]=2[N:7]=1.[Si]([N:33]1[C:41]2[C:36](=[C:37](B3OC(C)(C)C(C)(C)O3)[C:38]([F:42])=[CH:39][CH:40]=2)[CH:35]=[CH:34]1)(C(C)(C)C)(C)C, predict the reaction product. The product is: [F:42][C:38]1[C:37]([C:2]2[N:3]=[C:4]([N:20]3[CH2:25][CH2:24][O:23][CH2:22][CH2:21]3)[C:5]3[N:11]=[C:10]([CH2:12][NH:13][CH:14]4[CH2:19][CH2:18][O:17][CH2:16][CH2:15]4)[CH:9]=[CH:8][C:6]=3[N:7]=2)=[C:36]2[C:41](=[CH:40][CH:39]=1)[NH:33][CH:34]=[CH:35]2. (2) Given the reactants [Cl:1][C:2]1[CH:3]=[CH:4][C:5]([O:10][CH2:11][C:12]([N:14]2[CH2:19][C@H:18]([CH3:20])[N:17]([CH2:21][C:22]3[CH:27]=[CH:26][C:25]([F:28])=[CH:24][CH:23]=3)[CH2:16][C@H:15]2[CH3:29])=[O:13])=[C:6]([CH:9]=1)[CH:7]=[O:8].[BH4-].[Na+].Cl.[OH-].[Na+], predict the reaction product. The product is: [Cl:1][C:2]1[CH:3]=[CH:4][C:5]([O:10][CH2:11][C:12]([N:14]2[CH2:19][C@H:18]([CH3:20])[N:17]([CH2:21][C:22]3[CH:27]=[CH:26][C:25]([F:28])=[CH:24][CH:23]=3)[CH2:16][C@H:15]2[CH3:29])=[O:13])=[C:6]([CH2:7][OH:8])[CH:9]=1. (3) Given the reactants Cl[C:2]1[CH:7]=[CH:6][C:5]([C@@H:8]2[C@@H:13]([C:14]3[CH:19]=[CH:18][C:17]([Cl:20])=[CH:16][CH:15]=3)[NH:12][C:11](=[O:21])[CH2:10][CH2:9]2)=[CH:4][CH:3]=1.[H-].[Na+].Br[CH:25]([CH2:33][CH3:34])[C:26]([O:28][C:29]([CH3:32])([CH3:31])[CH3:30])=[O:27].[NH4+].[Cl-:36], predict the reaction product. The product is: [Cl:36][C:3]1[CH:4]=[C:5]([C@H:8]2[CH2:9][CH2:10][C:11](=[O:21])[N:12]([C@@H:25]([CH2:33][CH3:34])[C:26]([O:28][C:29]([CH3:32])([CH3:31])[CH3:30])=[O:27])[C@@H:13]2[C:14]2[CH:19]=[CH:18][C:17]([Cl:20])=[CH:16][CH:15]=2)[CH:6]=[CH:7][CH:2]=1. (4) Given the reactants N[C:2]1[C:11]([F:12])=[CH:10][C:9]([N:13]([C:18]2[C:37]([CH:38]3[CH2:40][CH2:39]3)=[CH:36][C:21]3[C:22]([C:32](=[O:35])[NH:33][CH3:34])=[C:23]([C:25]4[CH:30]=[CH:29][C:28]([F:31])=[CH:27][CH:26]=4)[O:24][C:20]=3[CH:19]=2)[S:14]([CH3:17])(=[O:16])=[O:15])=[CH:8][C:3]=1[C:4]([O:6][CH3:7])=[O:5].N([O-])=O.[Na+].S(=O)(=O)(O)[O-].[Na+].C([O-])(O)=O.[Na+].[BrH:56], predict the reaction product. The product is: [Br:56][C:2]1[C:11]([F:12])=[CH:10][C:9]([N:13]([C:18]2[C:37]([CH:38]3[CH2:40][CH2:39]3)=[CH:36][C:21]3[C:22]([C:32](=[O:35])[NH:33][CH3:34])=[C:23]([C:25]4[CH:30]=[CH:29][C:28]([F:31])=[CH:27][CH:26]=4)[O:24][C:20]=3[CH:19]=2)[S:14]([CH3:17])(=[O:16])=[O:15])=[CH:8][C:3]=1[C:4]([O:6][CH3:7])=[O:5].